This data is from Full USPTO retrosynthesis dataset with 1.9M reactions from patents (1976-2016). The task is: Predict the reactants needed to synthesize the given product. (1) The reactants are: [C:1]1([C:7]2[CH:13]=[CH:12][C:10]([NH2:11])=[CH:9][CH:8]=2)[CH2:6][CH2:5][CH2:4][CH2:3][CH:2]=1.[CH:14]([C:16]1[CH:25]=[CH:24][C:19]([C:20]([O:22][CH3:23])=[O:21])=[CH:18][CH:17]=1)=O.C(O)(=O)C.[BH-](OC(C)=O)(OC(C)=O)OC(C)=O.[Na+]. Given the product [CH3:23][O:22][C:20](=[O:21])[C:19]1[CH:24]=[CH:25][C:16]([CH2:14][NH:11][C:10]2[CH:9]=[CH:8][C:7]([C:1]3[CH2:6][CH2:5][CH2:4][CH2:3][CH:2]=3)=[CH:13][CH:12]=2)=[CH:17][CH:18]=1, predict the reactants needed to synthesize it. (2) Given the product [NH2:23][CH2:25][CH2:26][NH:27][C:46](=[O:48])[C@H:36]([NH:35][C:28]([O:30][C:31]([CH3:32])([CH3:33])[CH3:34])=[O:29])[CH2:37][O:38][CH2:39][C:40]1[CH:41]=[CH:42][CH:43]=[CH:44][CH:45]=1, predict the reactants needed to synthesize it. The reactants are: C(N[C@H](C(O)=O)CSCC1C=CC=CC=1)(OC(C)(C)C)=O.C[N:23]([CH2:25][CH2:26][NH2:27])C.[C:28]([NH:35][C@@H:36]([C:46]([OH:48])=O)[CH2:37][O:38][CH2:39][C:40]1[CH:45]=[CH:44][CH:43]=[CH:42][CH:41]=1)([O:30][C:31]([CH3:34])([CH3:33])[CH3:32])=[O:29].C(N)CN. (3) Given the product [C:1]([C:3](=[CH:16][N:17]([CH3:19])[CH3:18])[C:4]([O:6][C:7]([CH3:10])([CH3:9])[CH3:8])=[O:5])#[N:2], predict the reactants needed to synthesize it. The reactants are: [C:1]([CH2:3][C:4]([O:6][C:7]([CH3:10])([CH3:9])[CH3:8])=[O:5])#[N:2].C(O[CH:16](N(C)C)[N:17]([CH3:19])[CH3:18])(C)(C)C. (4) Given the product [CH3:13][O:14][C:15]1[CH:20]=[CH:19][C:18]([NH:21][C:8](=[O:9])[C:7]2[CH:11]=[CH:12][C:4]([N+:1]([O-:3])=[O:2])=[CH:5][CH:6]=2)=[CH:17][CH:16]=1, predict the reactants needed to synthesize it. The reactants are: [N+:1]([C:4]1[CH:12]=[CH:11][C:7]([C:8](Cl)=[O:9])=[CH:6][CH:5]=1)([O-:3])=[O:2].[CH3:13][O:14][C:15]1[CH:20]=[CH:19][C:18]([NH2:21])=[CH:17][CH:16]=1.O.Cl. (5) Given the product [S:1]1[CH:5]=[CH:4][CH:3]=[C:2]1[CH2:6][NH:7][C:8]([C:10]1[N:11]=[C:12]2[C:17]([C:18]([F:21])([F:20])[F:19])=[CH:16][C:15]([C:31]3[CH:32]=[CH:33][NH:29][CH:30]=3)=[CH:14][N:13]2[C:23]=1[Cl:24])=[O:9], predict the reactants needed to synthesize it. The reactants are: [S:1]1[CH:5]=[CH:4][CH:3]=[C:2]1[CH2:6][NH:7][C:8]([C:10]1[N:11]=[C:12]2[C:17]([C:18]([F:21])([F:20])[F:19])=[CH:16][C:15](Br)=[CH:14][N:13]2[C:23]=1[Cl:24])=[O:9].C([Si](C(C)C)(C(C)C)[N:29]1[CH:33]=[CH:32][C:31](B(O)O)=[CH:30]1)(C)C.C([O-])([O-])=O.[K+].[K+]. (6) Given the product [Br:22][C:12]1[N:11]([C@@H:6]2[CH2:7][CH2:8][CH2:9][CH2:10][C@H:5]2[OH:4])[C:15]2[CH:16]=[C:17]([Cl:21])[C:18]([Cl:20])=[CH:19][C:14]=2[N:13]=1, predict the reactants needed to synthesize it. The reactants are: C([O:4][C@@H:5]1[CH2:10][CH2:9][CH2:8][CH2:7][C@H:6]1[N:11]1[C:15]2[CH:16]=[C:17]([Cl:21])[C:18]([Cl:20])=[CH:19][C:14]=2[N:13]=[C:12]1[Br:22])(=O)C.N. (7) Given the product [C:36]([NH:2][C@H:3]1[CH2:8][CH2:7][C@H:6]([NH:9][C:10]([C:12]2[C:16]3[N:17]=[CH:18][N:19]=[C:20]([C:21]4[CH:26]=[C:25]([CH:27]([CH3:29])[CH3:28])[CH:24]=[CH:23][C:22]=4[O:30][CH2:31][CH:32]4[CH2:33][CH2:34]4)[C:15]=3[NH:14][C:13]=2[CH3:35])=[O:11])[CH2:5][CH2:4]1)(=[O:38])[CH3:37], predict the reactants needed to synthesize it. The reactants are: Cl.[NH2:2][C@H:3]1[CH2:8][CH2:7][C@H:6]([NH:9][C:10]([C:12]2[C:16]3[N:17]=[CH:18][N:19]=[C:20]([C:21]4[CH:26]=[C:25]([CH:27]([CH3:29])[CH3:28])[CH:24]=[CH:23][C:22]=4[O:30][CH2:31][CH:32]4[CH2:34][CH2:33]4)[C:15]=3[NH:14][C:13]=2[CH3:35])=[O:11])[CH2:5][CH2:4]1.[C:36](Cl)(=[O:38])[CH3:37].